This data is from Forward reaction prediction with 1.9M reactions from USPTO patents (1976-2016). The task is: Predict the product of the given reaction. (1) Given the reactants Cl[C:2](=[O:9])[CH2:3][CH2:4][C:5]([O:7][CH3:8])=[O:6].[C:10]1([CH2:16][O:17][C:18]2[CH:19]=[C:20]([CH2:24][CH2:25][CH2:26][NH2:27])[CH:21]=[CH:22][CH:23]=2)[CH:15]=[CH:14][CH:13]=[CH:12][CH:11]=1.C(N(CC)CC)C, predict the reaction product. The product is: [O:9]=[C:2]([NH:27][CH2:26][CH2:25][CH2:24][C:20]1[CH:21]=[CH:22][CH:23]=[C:18]([O:17][CH2:16][C:10]2[CH:15]=[CH:14][CH:13]=[CH:12][CH:11]=2)[CH:19]=1)[CH2:3][CH2:4][C:5]([O:7][CH3:8])=[O:6]. (2) Given the reactants [CH2:1]([O:3][C:4](=[O:8])[CH2:5][O:6][NH2:7])[CH3:2].[C:9](O)(=[O:14])[CH2:10][CH2:11][C:12]#[CH:13].C1(N=C=NC2CCCCC2)CCCCC1, predict the reaction product. The product is: [CH2:1]([O:3][C:4](=[O:8])[CH2:5][O:6][NH:7][C:9](=[O:14])[CH2:10][CH2:11][C:12]#[CH:13])[CH3:2]. (3) Given the reactants [CH3:16][C:11]1([CH3:17])[C:12]([CH3:15])([CH3:14])[O:13][B:9]([B:9]2[O:13][C:12]([CH3:15])([CH3:14])[C:11]([CH3:17])([CH3:16])[O:10]2)[O:10]1.CC([O-])=O.[K+].Br[C:25]1[CH:26]=[N:27][CH:28]=[C:29]([CH:35]=1)[C:30]([O:32][CH2:33][CH3:34])=[O:31], predict the reaction product. The product is: [CH3:15][C:12]1([CH3:14])[C:11]([CH3:16])([CH3:17])[O:10][B:9]([C:25]2[CH:26]=[N:27][CH:28]=[C:29]([CH:35]=2)[C:30]([O:32][CH2:33][CH3:34])=[O:31])[O:13]1. (4) Given the reactants [CH3:1][O:2][C:3]([C:5]1[S:6][C:7]([S:22][CH3:23])=[C:8]([S:10]([C:13]2[CH:18]=[C:17]([Br:19])[C:16]([NH2:20])=[C:15]([NH2:21])[CH:14]=2)(=[O:12])=[O:11])[CH:9]=1)=[O:4].[C:24]([O-])(O)=O.[Na+], predict the reaction product. The product is: [CH3:1][O:2][C:3]([C:5]1[S:6][C:7]([S:22][CH3:23])=[C:8]([S:10]([C:13]2[CH:18]=[C:17]([Br:19])[C:16]3[N:20]=[CH:24][NH:21][C:15]=3[CH:14]=2)(=[O:12])=[O:11])[CH:9]=1)=[O:4]. (5) Given the reactants [CH3:1][O:2][C:3]1[CH:8]=[CH:7][C:6]([O:9][CH3:10])=[CH:5][C:4]=1[S:11]([NH:14][C@H:15]1[CH2:19][N:18]([C:20]([O:22][C:23]([CH3:26])([CH3:25])[CH3:24])=[O:21])[C@@H:17]([CH2:27][N:28]2C(=O)C3C(=CC=CC=3)C2=O)[CH2:16]1)(=[O:13])=[O:12].O.NN, predict the reaction product. The product is: [NH2:28][CH2:27][C@H:17]1[CH2:16][C@@H:15]([NH:14][S:11]([C:4]2[CH:5]=[C:6]([O:9][CH3:10])[CH:7]=[CH:8][C:3]=2[O:2][CH3:1])(=[O:13])=[O:12])[CH2:19][N:18]1[C:20]([O:22][C:23]([CH3:26])([CH3:25])[CH3:24])=[O:21]. (6) The product is: [OH:14][CH2:15][CH2:16][O:17][C:13]1([C:24]#[N:25])[CH2:12][CH2:11][N:10]([C:5]2[N:4]=[C:3]([O:2][CH3:1])[CH:8]=[C:7]([CH3:9])[N:6]=2)[CH2:19][CH2:18]1. Given the reactants [CH3:1][O:2][C:3]1[CH:8]=[C:7]([CH3:9])[N:6]=[C:5]([N:10]2[CH2:19][CH2:18][C:13]3([O:17][CH2:16][CH2:15][O:14]3)[CH2:12][CH2:11]2)[N:4]=1.[Si]([C:24]#[N:25])(C)(C)C.Cl.[O-]S([O-])(=S)=O.[Na+].[Na+], predict the reaction product. (7) The product is: [CH3:16][O:15][CH:2]([C:6]([CH3:14])([C:8]1[CH:9]=[CH:10][CH:11]=[CH:12][CH:13]=1)[CH3:7])[C:3]([OH:5])=[O:4]. Given the reactants C[C:2]([O:15][CH3:16])([C:6]([CH3:14])([C:8]1[CH:13]=[CH:12][CH:11]=[CH:10][CH:9]=1)[CH3:7])[C:3]([OH:5])=[O:4].O.O.[OH-].[Li+], predict the reaction product. (8) Given the reactants [NH2:1][C:2]1[CH:7]=[CH:6][C:5](I)=[CH:4][N:3]=1.[C:9]([C:13]1[O:17][N:16]=[C:15]([NH:18][C:19]([NH:21][C:22]2[CH:27]=[CH:26][CH:25]=[C:24]([C:28]#[CH:29])[CH:23]=2)=[O:20])[CH:14]=1)([CH3:12])([CH3:11])[CH3:10], predict the reaction product. The product is: [NH2:1][C:2]1[N:3]=[CH:4][C:5]([C:29]#[C:28][C:24]2[CH:23]=[C:22]([NH:21][C:19]([NH:18][C:15]3[CH:14]=[C:13]([C:9]([CH3:12])([CH3:11])[CH3:10])[O:17][N:16]=3)=[O:20])[CH:27]=[CH:26][CH:25]=2)=[CH:6][CH:7]=1.